From a dataset of Peptide-MHC class II binding affinity with 134,281 pairs from IEDB. Regression. Given a peptide amino acid sequence and an MHC pseudo amino acid sequence, predict their binding affinity value. This is MHC class II binding data. (1) The peptide sequence is LGFSSEVLKLKDEVR. The MHC is DRB1_1101 with pseudo-sequence DRB1_1101. The binding affinity (normalized) is 0.324. (2) The peptide sequence is YPWDRIEEVTRMAMT. The MHC is DRB1_0701 with pseudo-sequence DRB1_0701. The binding affinity (normalized) is 0.377. (3) The binding affinity (normalized) is 0.591. The peptide sequence is LELQIVDKIDAAFKI. The MHC is DRB1_1302 with pseudo-sequence DRB1_1302. (4) The peptide sequence is SPEVIPMFSALSE. The MHC is DRB1_1201 with pseudo-sequence DRB1_1201. The binding affinity (normalized) is 0.476. (5) The peptide sequence is YRNYCPRYFYAGSPEGEE. The MHC is DRB1_0101 with pseudo-sequence DRB1_0101. The binding affinity (normalized) is 0.0439. (6) The peptide sequence is EFPHSNGEIEDVQTD. The MHC is DRB1_0404 with pseudo-sequence DRB1_0404. The binding affinity (normalized) is 0. (7) The peptide sequence is VFKEKVDTRAKDPPA. The MHC is HLA-DQA10501-DQB10302 with pseudo-sequence HLA-DQA10501-DQB10302. The binding affinity (normalized) is 0.